Dataset: Full USPTO retrosynthesis dataset with 1.9M reactions from patents (1976-2016). Task: Predict the reactants needed to synthesize the given product. (1) The reactants are: [NH:1]1[CH2:6][CH2:5][CH:4]([C:7]([O:9][CH2:10][CH3:11])=[O:8])[CH2:3][CH2:2]1.[CH:12](=O)[CH2:13][CH3:14]. Given the product [CH2:12]([N:1]1[CH2:6][CH2:5][CH:4]([C:7]([O:9][CH2:10][CH3:11])=[O:8])[CH2:3][CH2:2]1)[CH2:13][CH3:14], predict the reactants needed to synthesize it. (2) Given the product [CH3:30][C:11]1[C:10]([C:8]#[N:9])=[CH:15][N:14]=[C:13]([NH:16][CH2:20][CH2:21][CH2:22][CH:23]2[CH2:28][CH2:27][N:26]([CH3:29])[CH2:25][CH2:24]2)[N:12]=1, predict the reactants needed to synthesize it. The reactants are: CCOC(C)=O.O.[C:8]([C:10]1[C:11]([CH3:30])=[N:12][C:13]([N:16]([CH2:20][CH2:21][CH2:22][CH:23]2[CH2:28][CH2:27][N:26]([CH3:29])[CH2:25][CH2:24]2)C(=O)C)=[N:14][CH:15]=1)#[N:9]. (3) The reactants are: [F:1][C:2]1([F:35])[O:6][C:5]2[CH:7]=[CH:8][C:9]([C:11]3([C:14]([NH:16][C:17]4[N:18]=[C:19]([C:27]5[CH:28]=[N:29][C:30]([O:33]C)=[CH:31][CH:32]=5)[C:20]5[C:25]([CH:26]=4)=[CH:24][CH:23]=[CH:22][CH:21]=5)=[O:15])[CH2:13][CH2:12]3)=[CH:10][C:4]=2[O:3]1.C(N(CC)CC)C. Given the product [F:35][C:2]1([F:1])[O:6][C:5]2[CH:7]=[CH:8][C:9]([C:11]3([C:14]([NH:16][C:17]4[N:18]=[C:19]([C:27]5[CH:32]=[CH:31][C:30](=[O:33])[NH:29][CH:28]=5)[C:20]5[C:25]([CH:26]=4)=[CH:24][CH:23]=[CH:22][CH:21]=5)=[O:15])[CH2:13][CH2:12]3)=[CH:10][C:4]=2[O:3]1, predict the reactants needed to synthesize it. (4) Given the product [Cl:22][C:17]1[CH:16]=[C:15]([C:13]2[N:14]=[C:10]([C:8]3[CH:7]=[CH:6][C:5]([C:31]4[CH:30]=[N:29][C:28]([O:27][CH2:25][CH3:26])=[N:33][CH:32]=4)=[C:4]([CH:9]=3)[C:3]([OH:2])=[O:24])[S:11][CH:12]=2)[CH:20]=[CH:19][C:18]=1[Cl:21], predict the reactants needed to synthesize it. The reactants are: C[O:2][C:3](=[O:24])[C:4]1[CH:9]=[C:8]([C:10]2[S:11][CH:12]=[C:13]([C:15]3[CH:20]=[CH:19][C:18]([Cl:21])=[C:17]([Cl:22])[CH:16]=3)[N:14]=2)[CH:7]=[CH:6][C:5]=1Br.[CH2:25]([O:27][C:28]1[N:33]=[CH:32][C:31](B(O)O)=[CH:30][N:29]=1)[CH3:26]. (5) Given the product [CH2:22]([O:21][P:19]([CH2:18][S:17][CH:12]([CH2:13][C:14](=[O:15])[NH:29][CH3:28])[C:11]([N:6]1[CH2:7][CH2:8][CH2:9][CH2:10][CH:5]1[C:3]([OH:2])=[O:4])=[O:27])([O:24][CH2:25][CH3:26])=[O:20])[CH3:23], predict the reactants needed to synthesize it. The reactants are: C[O:2][C:3]([CH:5]1[CH2:10][CH2:9][CH2:8][CH2:7][N:6]1[C:11](=[O:27])[CH:12]([S:17][CH2:18][P:19]([O:24][CH2:25][CH3:26])([O:21][CH2:22][CH3:23])=[O:20])[CH2:13][C:14](O)=[O:15])=[O:4].[CH3:28][NH2:29].C[NH-].[Li+].[OH-]. (6) Given the product [N:1]1[C:9]([NH:10][CH2:11][C:12]2[C:13]([CH:39]([NH:40][CH3:44])[CH2:38][CH:34]([N:29]3[CH:33]=[CH:32][N:31]=[N:30]3)[C:35]([NH:48][CH3:47])=[O:37])=[N:14][C:15]3[C:20]([CH:21]=2)=[CH:19][CH:18]=[CH:17][C:16]=3[CH3:22])=[C:8]2[C:4]([NH:5][CH:6]=[N:7]2)=[N:3][CH:2]=1, predict the reactants needed to synthesize it. The reactants are: [N:1]1[C:9]([NH:10][CH2:11][C:12]2[C:13](N(C)CCNC)=[N:14][C:15]3[C:20]([CH:21]=2)=[CH:19][CH:18]=[CH:17][C:16]=3[CH3:22])=[C:8]2[C:4]([NH:5][CH:6]=[N:7]2)=[N:3][CH:2]=1.[N:29]1([CH2:34][C:35]([OH:37])=O)[CH:33]=[CH:32][N:31]=[N:30]1.[CH3:38][CH2:39][N:40]([CH:44](C)C)C(C)C.[CH3:47][N:48](C(ON1N=NC2C=CC=NC1=2)=[N+](C)C)C.F[P-](F)(F)(F)(F)F. (7) Given the product [CH:1]1([CH2:6][C@H:7]([C:11]2[CH:16]=[CH:15][C:14]([S:17]([CH3:20])(=[O:18])=[O:19])=[C:13]([C:21]([F:22])([F:24])[F:23])[CH:12]=2)[C:8]([NH:31][C:32]2[CH:37]=[CH:36][N:35]=[CH:34][N:33]=2)=[O:10])[CH2:2][CH2:3][CH2:4][CH2:5]1, predict the reactants needed to synthesize it. The reactants are: [CH:1]1([CH2:6][C@H:7]([C:11]2[CH:16]=[CH:15][C:14]([S:17]([CH3:20])(=[O:19])=[O:18])=[C:13]([C:21]([F:24])([F:23])[F:22])[CH:12]=2)[C:8]([OH:10])=O)[CH2:5][CH2:4][CH2:3][CH2:2]1.C(Cl)(=O)C(Cl)=O.[NH2:31][C:32]1[CH:37]=[CH:36][N:35]=[CH:34][N:33]=1.N1C=CC=CC=1.